The task is: Binary Classification. Given a miRNA mature sequence and a target amino acid sequence, predict their likelihood of interaction.. This data is from Experimentally validated miRNA-target interactions with 360,000+ pairs, plus equal number of negative samples. (1) The miRNA is hsa-miR-615-3p with sequence UCCGAGCCUGGGUCUCCCUCUU. The protein sequence of the target gene is MRDNTSPISVILVSSGSRGNKLLFRYPFQRSQEHPASQTSKPRSRYAASNTGDHADEQDGDSRFSDVILATILATKSEMCGQKFELKIDNVRFVGHPTLLQHALGQISKTDPSPKREAPTMILFNVVFALRANADPSVINCLHNLSRRIATVLQHEERRCQYLTREAKLILALQDEVSAMADGNEGPQSPFHHILPKCKLARDLKEAYDSLCTSGVVRLHINSWLEVSFCLPHKIHYAASSLIPPEAIERSLKAIRPYHALLLLSDEKSLLGELPIDCSPALVRVIKTTSAVKNLQQLAQ.... Result: 1 (interaction). (2) The protein sequence of the target gene is MPEGAQGLSLSKPSPSLGCGRRGEVCDCGTVCETRTAPAAPTMASPRGSGSSTSLSTVGSEGDPAPGPTPACSASRPEPLPGPPIRLHLSPVGIPGSARPSRLERVAREIVETERAYVRDLRSIVEDYLGPLLDGGVLGLSVEQVGTLFANIEDIYEFSSELLEDLENSSSAGGIAECFVQRSEDFDIYTLYCMNYPSSLALLRELSLSPPAALWLQERQAQLRHSLPLQSFLLKPVQRILKYHLLLQELGKHWAEGPGTGGREMVEEAIVSMTAVAWYINDMKRKQEHAARLQEVQRRL.... The miRNA is hsa-miR-4768-3p with sequence CCAGGAGAUCCAGAGAGAAU. Result: 1 (interaction). (3) The miRNA is hsa-miR-4646-5p with sequence ACUGGGAAGAGGAGCUGAGGGA. The protein sequence of the target gene is MITLTELKCLADAQSSYHILKPWWDVFWYYITLIMLLVAVLAGALQLTQSRVLCCLPCKVEFDNHCAVPWDILKASMNTSSNPGTPLPLPLRIQNDLHRQQYSYIDAVCYEKQLHWFAKFFPYLVLLHTLIFAACSNFWLHYPSTSSRLEHFVAILHKCFDSPWTTRALSETVAEQSVRPLKLSKSKILLSSSGCSADIDSGKQSLPYPQPGLESAGIESPTSSVLDKKEGEQAKAIFEKVKRFRMHVEQKDIIYRVYLKQIIVKVILFVLIITYVPYFLTHITLEIDCSVDVQAFTGYK.... Result: 1 (interaction). (4) The miRNA is hsa-miR-889-3p with sequence UUAAUAUCGGACAACCAUUGU. The protein sequence of the target gene is MAGPGSWRDKEVTDLGQLPDPTGIFSLDKAIGLGTYGRIFLGIHEKTGSLVAVKVMSARKTPLPEIGRRVRVNKYQKSVGWRYSDEEEDLRTELNLLRKYSFHKNIVTFYGAFFKLNPPGHQHQLWMVMELCAAGSVTDVVRMTRNQSLKEDWIAYICREILQGLAHLHAHQVIHRDIKGQNVLLTHDAEVKIVDFGVSAQVSRTNGRRNSFIGTPYWMAPEVIHCDEDPRCSYDYRSDVWSVGITAIEMAEGAPPLCKLQPLEALCVILREAAPKVKSSGWSRKFQNFMENCMIKNFLF.... Result: 0 (no interaction). (5) The miRNA is hsa-miR-4803 with sequence UAACAUAAUAGUGUGGAUUGA. The protein sequence of the target gene is MTDPMMDFFDDANLFGETLEGLSDDTFVQPGPVSLVDELNLGAEFEPLHIDSLNHVQGTPTHQKMADFEQLSQFDSMKFHPVNQSFGSPVEHVLSPHSQFNCSPIHPPNQPNGLFQDVADGSPMWGHQTATGLANQNGSPFHQPGHSHSLHQNKSFVAHPDFALFQASEHQTQCSSLHSQQSRSNLNPGQNSLGQAKNFLDANVSGAHRVNVNHLATAPSSQQTLPVQFSPTANPPAHFLKCSSHQEGNYNRPSPSMTSCSVSNSQQFPSHYSFSSGHVSPSSLLQSSAGLAPGHTNQAL.... Result: 0 (no interaction).